Dataset: Forward reaction prediction with 1.9M reactions from USPTO patents (1976-2016). Task: Predict the product of the given reaction. (1) Given the reactants S(Cl)(Cl)=O.[CH3:5][N:6]([CH3:9])C=O.[CH3:10][C:11]1[N:15]([C:16]2[CH:21]=[CH:20][C:19]([C:22]([F:25])([F:24])[F:23])=[CH:18][N:17]=2)[N:14]=[CH:13][C:12]=1[C:26]([OH:28])=O.[CH2:29]([N:31]([CH2:34][CH3:35])[CH2:32][CH3:33])[CH3:30].[OH2:36], predict the reaction product. The product is: [CH3:10][C:11]1[N:15]([C:16]2[CH:21]=[CH:20][C:19]([C:22]([F:23])([F:24])[F:25])=[CH:18][N:17]=2)[N:14]=[CH:13][C:12]=1[C:26]([NH:14][C:13]1[CH:5]=[N:6][C:9]([C:19]2[CH2:20][CH2:21][C@H:29]([N:31]3[CH2:34][CH2:35][O:36][CH2:33][CH2:32]3)[CH2:30][CH:18]=2)=[C:11]([CH3:10])[CH:12]=1)=[O:28]. (2) Given the reactants [Cl:1][S:2]([OH:5])(=O)=[O:3].[Cl:6][C:7]1[CH:15]=[CH:14][CH:13]=[C:12]([Cl:16])[C:8]=1[C:9]([OH:11])=[O:10], predict the reaction product. The product is: [Cl:6][C:7]1[C:15]([S:2]([Cl:1])(=[O:5])=[O:3])=[CH:14][CH:13]=[C:12]([Cl:16])[C:8]=1[C:9]([OH:11])=[O:10]. (3) Given the reactants C([Li])CCC.[C:6]([O:10][C:11]([N:13]1[CH:17]=[CH:16][CH2:15][CH2:14]1)=[O:12])([CH3:9])([CH3:8])[CH3:7].CN(C)[CH:20]=[O:21].[Cl-].[NH4+].[BH4-].[Na+], predict the reaction product. The product is: [C:6]([O:10][C:11]([N:13]1[CH2:14][CH2:15][CH:16]=[C:17]1[CH2:20][OH:21])=[O:12])([CH3:9])([CH3:7])[CH3:8]. (4) Given the reactants [CH3:1][O:2][C:3](=[O:71])[C@@H:4]([NH:20][C:21]([CH:23]1[CH2:32][C:31]2[CH:30]=[C:29]3[O:33][CH2:34][C@H:35]([C:37]4[CH:42]=[CH:41][C:40]([O:43][CH2:44][C:45]5[CH:50]=[CH:49][C:48]([Cl:51])=[C:47]([Cl:52])[CH:46]=5)=[CH:39][CH:38]=4)[O:36][C:28]3=[CH:27][C:26]=2[CH2:25][N:24]1[S:53]([C:56]1[CH:61]=[CH:60][C:59]([C:62]2[N:63]=[C:64]([NH:67]C(=O)C)[S:65][CH:66]=2)=[CH:58][CH:57]=1)(=[O:55])=[O:54])=[O:22])[CH2:5][C:6]1[CH:11]=[CH:10][C:9]([C:12]2[CH:17]=[CH:16][C:15]([C:18]#[N:19])=[CH:14][CH:13]=2)=[CH:8][CH:7]=1.Cl, predict the reaction product. The product is: [CH3:1][O:2][C:3](=[O:71])[C@@H:4]([NH:20][C:21]([CH:23]1[CH2:32][C:31]2[CH:30]=[C:29]3[O:33][CH2:34][C@H:35]([C:37]4[CH:38]=[CH:39][C:40]([O:43][CH2:44][C:45]5[CH:50]=[CH:49][C:48]([Cl:51])=[C:47]([Cl:52])[CH:46]=5)=[CH:41][CH:42]=4)[O:36][C:28]3=[CH:27][C:26]=2[CH2:25][N:24]1[S:53]([C:56]1[CH:61]=[CH:60][C:59]([C:62]2[N:63]=[C:64]([NH2:67])[S:65][CH:66]=2)=[CH:58][CH:57]=1)(=[O:55])=[O:54])=[O:22])[CH2:5][C:6]1[CH:7]=[CH:8][C:9]([C:12]2[CH:13]=[CH:14][C:15]([C:18]#[N:19])=[CH:16][CH:17]=2)=[CH:10][CH:11]=1. (5) Given the reactants [Cl:1][C:2]1[C:10]([Cl:11])=[CH:9][CH:8]=[CH:7][C:3]=1[C:4]([OH:6])=O.[NH2:12][CH2:13][CH:14]([C:19]1[CH:20]=[CH:21][C:22]([C:25]([OH:28])([CH3:27])[CH3:26])=[N:23][CH:24]=1)[CH2:15][CH:16]1[CH2:18][CH2:17]1, predict the reaction product. The product is: [Cl:1][C:2]1[C:10]([Cl:11])=[CH:9][CH:8]=[CH:7][C:3]=1[C:4]([NH:12][CH2:13][CH:14]([C:19]1[CH:24]=[N:23][C:22]([C:25]([OH:28])([CH3:26])[CH3:27])=[CH:21][CH:20]=1)[CH2:15][CH:16]1[CH2:18][CH2:17]1)=[O:6].